From a dataset of Forward reaction prediction with 1.9M reactions from USPTO patents (1976-2016). Predict the product of the given reaction. (1) Given the reactants [Br:1][C:2]1[CH:3]=[C:4]2[C:9](=[CH:10][CH:11]=1)[N:8]([CH3:12])[C:7](=[O:13])[C:6]([C:14]([O:16]CC)=O)=[C:5]2[OH:19].[C:20]([NH:29][NH2:30])(=[O:28])[CH2:21][CH2:22][CH2:23][CH2:24][CH2:25][CH2:26][CH3:27], predict the reaction product. The product is: [Br:1][C:2]1[CH:3]=[C:4]2[C:9](=[CH:10][CH:11]=1)[N:8]([CH3:12])[C:7](=[O:13])[C:6]([C:14]([NH:30][NH:29][C:20](=[O:28])[CH2:21][CH2:22][CH2:23][CH2:24][CH2:25][CH2:26][CH3:27])=[O:16])=[C:5]2[OH:19]. (2) Given the reactants [Br:1][C:2]1[CH:3]=[C:4]([C:19](=O)[CH:20]=[CH2:21])[CH:5]=[C:6]([Br:18])[C:7]=1[O:8][CH2:9][C:10]1[CH:15]=[CH:14][C:13]([O:16][CH3:17])=[CH:12][CH:11]=1.O.[NH2:24][NH2:25].[Br:26][C:27]1[CH:28]=[C:29]([CH:33]=[CH:34][C:35]=1[Cl:36])[C:30](Cl)=[O:31].C(N(CC)CC)C, predict the reaction product. The product is: [Br:26][C:27]1[CH:28]=[C:29]([C:30]([N:24]2[CH2:21][CH2:20][C:19]([C:4]3[CH:3]=[C:2]([Br:1])[C:7]([O:8][CH2:9][C:10]4[CH:15]=[CH:14][C:13]([O:16][CH3:17])=[CH:12][CH:11]=4)=[C:6]([Br:18])[CH:5]=3)=[N:25]2)=[O:31])[CH:33]=[CH:34][C:35]=1[Cl:36]. (3) Given the reactants [CH:1]1([C:4]2[N:13]=[C:12]([N:14]3[CH2:19][CH2:18][N:17]([C:20]4[CH:25]=[CH:24][C:23](F)=[CH:22][C:21]=4[O:27][CH3:28])[CH2:16][CH2:15]3)[C:11]3[C:6](=[CH:7][C:8]([O:31][CH3:32])=[C:9]([O:29][CH3:30])[CH:10]=3)[N:5]=2)[CH2:3][CH2:2]1.F[C:34]1C=CC(N2CCNCC2)=C(OC)C=1.COC1C=CC(C)=CC=1N1CCNCC1, predict the reaction product. The product is: [CH:1]1([C:4]2[N:13]=[C:12]([N:14]3[CH2:19][CH2:18][N:17]([C:20]4[CH:25]=[C:24]([CH3:34])[CH:23]=[CH:22][C:21]=4[O:27][CH3:28])[CH2:16][CH2:15]3)[C:11]3[C:6](=[CH:7][C:8]([O:31][CH3:32])=[C:9]([O:29][CH3:30])[CH:10]=3)[N:5]=2)[CH2:3][CH2:2]1.